This data is from Full USPTO retrosynthesis dataset with 1.9M reactions from patents (1976-2016). The task is: Predict the reactants needed to synthesize the given product. (1) Given the product [Cl:1][C:2]1[CH:3]=[CH:4][C:5]([CH3:11])=[C:6]([C:7]2[N:15]([C:16]([O:17][C:18]([CH3:19])([CH3:21])[CH3:20])=[O:22])[CH:12]=[C:13]([I:23])[CH:14]=2)[CH:10]=1, predict the reactants needed to synthesize it. The reactants are: [Cl:1][C:2]1[CH:3]=[CH:4][C:5]([CH3:11])=[C:6]([CH:10]=1)[C:7](Cl)=O.[CH2:12]([NH:15][C:16](=[O:22])[O:17][C:18]([CH3:21])([CH3:20])[CH3:19])[C:13]#[CH:14].[I-:23].[Na+].O.C1(C)C=CC(S(O)(=O)=O)=CC=1. (2) Given the product [CH:1]1([C:6]([OH:16])([C:10]2[CH:11]=[CH:12][CH:13]=[CH:14][CH:15]=2)[C:7]([O:9][CH2:17][N:19]2[CH:23]=[CH:22][N:21]=[CH:20]2)=[O:8])[CH2:5][CH2:4][CH2:3][CH2:2]1, predict the reactants needed to synthesize it. The reactants are: [CH:1]1([C:6]([OH:16])([C:10]2[CH:15]=[CH:14][CH:13]=[CH:12][CH:11]=2)[C:7]([OH:9])=[O:8])[CH2:5][CH2:4][CH2:3][CH2:2]1.[C:17](N1C=CN=C1)([N:19]1[CH:23]=[CH:22][N:21]=[CH:20]1)=O.N1(CO)C=CN=C1. (3) Given the product [CH2:31]([O:4][CH2:3][C@H:2]([OH:28])[C:5]([OH:7])=[O:6])[C:32]1[CH:34]=[CH:17][CH:15]=[CH:23][CH:22]=1, predict the reactants needed to synthesize it. The reactants are: N(C(OC(C)(C)C)=O)[C@H:2]([C:5]([OH:7])=[O:6])[CH2:3][OH:4].[C:15](O)([C:17](F)(F)F)=O.[C:22]([O-])(=O)[CH3:23].[Na+].N([O-])=[O:28].[Na+].[CH3:31][C:32]([CH3:34])=O. (4) Given the product [Br:1][C:2]1[C:3]([CH3:15])=[C:4]([C:7]([O:14][CH:19]([CH3:21])[CH3:20])=[C:8]([C:10]([CH3:11])([CH3:12])[CH3:13])[CH:9]=1)[CH:5]=[O:6], predict the reactants needed to synthesize it. The reactants are: [Br:1][C:2]1[C:3]([CH3:15])=[C:4]([C:7]([OH:14])=[C:8]([C:10]([CH3:13])([CH3:12])[CH3:11])[CH:9]=1)[CH:5]=[O:6].[H-].[Na+].I[CH:19]([CH3:21])[CH3:20].O. (5) Given the product [CH3:18][O:17][C:8]1[CH:7]=[C:6]([NH:5][C:3](=[O:4])[C@H:2]([NH:1][S:33]([CH3:32])(=[O:35])=[O:34])[CH2:19][CH:20]([CH3:22])[CH3:21])[CH:11]=[CH:10][C:9]=1[C:12]1[O:16][CH:15]=[N:14][CH:13]=1, predict the reactants needed to synthesize it. The reactants are: [NH2:1][C@H:2]([CH2:19][CH:20]([CH3:22])[CH3:21])[C:3]([NH:5][C:6]1[CH:11]=[CH:10][C:9]([C:12]2[O:16][CH:15]=[N:14][CH:13]=2)=[C:8]([O:17][CH3:18])[CH:7]=1)=[O:4].C(N(CC)C(C)C)(C)C.[CH3:32][S:33](Cl)(=[O:35])=[O:34].